Dataset: Forward reaction prediction with 1.9M reactions from USPTO patents (1976-2016). Task: Predict the product of the given reaction. (1) Given the reactants [CH3:1][O:2][C:3]1[C:8]2[C:9](=O)[CH2:10][O:11][C:7]=2[CH:6]=[C:5]([O:13][CH3:14])[CH:4]=1.COC1C=CC(P2(SP(C3C=CC(OC)=CC=3)(=S)S2)=[S:24])=CC=1, predict the reaction product. The product is: [CH3:1][O:2][C:3]1[C:8]2[C:9](=[S:24])[CH2:10][O:11][C:7]=2[CH:6]=[C:5]([O:13][CH3:14])[CH:4]=1. (2) Given the reactants [CH:1]([C:3]1[CH:8]=[CH:7][CH:6]=[CH:5][C:4]=1[B:9]([OH:11])[OH:10])=O.[OH-].[Na+].[N+:14]([CH3:17])([O-:16])=[O:15].Cl, predict the reaction product. The product is: [N+:14]([CH2:17][CH:1]1[O:11][B:9]([OH:10])[C:4]2[CH:5]=[CH:6][CH:7]=[CH:8][C:3]1=2)([O-:16])=[O:15]. (3) The product is: [CH2:1]([NH:3][C:4](=[O:5])[NH:6][C:7]1[N:12]=[CH:11][C:10]([C:13]2[CH:14]=[N:15][CH:16]=[C:17]([C:19]([NH:21][NH:22][C:41](=[O:42])[C@@H:40]([NH:39][C:37](=[O:38])[O:36][C:32]([CH3:35])([CH3:34])[CH3:33])[CH:44]([CH3:46])[CH3:45])=[O:20])[CH:18]=2)=[C:9]([C:23]2[S:24][CH:25]=[C:26]([C:28]([F:31])([F:30])[F:29])[N:27]=2)[CH:8]=1)[CH3:2]. Given the reactants [CH2:1]([NH:3][C:4]([NH:6][C:7]1[N:12]=[CH:11][C:10]([C:13]2[CH:14]=[N:15][CH:16]=[C:17]([C:19]([NH:21][NH2:22])=[O:20])[CH:18]=2)=[C:9]([C:23]2[S:24][CH:25]=[C:26]([C:28]([F:31])([F:30])[F:29])[N:27]=2)[CH:8]=1)=[O:5])[CH3:2].[C:32]([O:36][C:37]([NH:39][C@@H:40]([CH:44]([CH3:46])[CH3:45])[C:41](O)=[O:42])=[O:38])([CH3:35])([CH3:34])[CH3:33].CN(C(ON1N=NC2C=CC=NC1=2)=[N+](C)C)C.F[P-](F)(F)(F)(F)F.CCN(C(C)C)C(C)C, predict the reaction product. (4) Given the reactants [CH3:1][C:2]1[CH:3]=[C:4]([NH2:17])[CH:5]=[CH:6][C:7]=1B1OC(C)(C)C(C)(C)O1.Br[C:19]1[CH:20]=[C:21]2[C:26](=[CH:27][CH:28]=1)[N:25]=[C:24]([NH2:29])[N:23]=[CH:22]2.C(=O)([O-])[O-].[Na+].[Na+].O1CCOCC1, predict the reaction product. The product is: [NH2:17][C:4]1[CH:5]=[CH:6][C:7]([C:19]2[CH:20]=[C:21]3[C:26](=[CH:27][CH:28]=2)[N:25]=[C:24]([NH2:29])[N:23]=[CH:22]3)=[C:2]([CH3:1])[CH:3]=1.